Dataset: NCI-60 drug combinations with 297,098 pairs across 59 cell lines. Task: Regression. Given two drug SMILES strings and cell line genomic features, predict the synergy score measuring deviation from expected non-interaction effect. (1) Drug 1: C1C(C(OC1N2C=NC3=C(N=C(N=C32)Cl)N)CO)O. Drug 2: N.N.Cl[Pt+2]Cl. Cell line: CAKI-1. Synergy scores: CSS=30.9, Synergy_ZIP=-5.45, Synergy_Bliss=1.01, Synergy_Loewe=1.01, Synergy_HSA=3.92. (2) Drug 1: C1=CC(=CC=C1CC(C(=O)O)N)N(CCCl)CCCl.Cl. Drug 2: CC1C(C(CC(O1)OC2CC(OC(C2O)C)OC3=CC4=CC5=C(C(=O)C(C(C5)C(C(=O)C(C(C)O)O)OC)OC6CC(C(C(O6)C)O)OC7CC(C(C(O7)C)O)OC8CC(C(C(O8)C)O)(C)O)C(=C4C(=C3C)O)O)O)O. Cell line: IGROV1. Synergy scores: CSS=23.5, Synergy_ZIP=8.33, Synergy_Bliss=8.23, Synergy_Loewe=8.04, Synergy_HSA=8.48. (3) Cell line: OVCAR-4. Drug 2: CS(=O)(=O)OCCCCOS(=O)(=O)C. Drug 1: CC1=CC2C(CCC3(C2CCC3(C(=O)C)OC(=O)C)C)C4(C1=CC(=O)CC4)C. Synergy scores: CSS=0.860, Synergy_ZIP=-0.432, Synergy_Bliss=-0.473, Synergy_Loewe=-1.38, Synergy_HSA=-1.35. (4) Drug 1: CC1=CC=C(C=C1)C2=CC(=NN2C3=CC=C(C=C3)S(=O)(=O)N)C(F)(F)F. Drug 2: C(CCl)NC(=O)N(CCCl)N=O. Cell line: COLO 205. Synergy scores: CSS=7.72, Synergy_ZIP=-4.86, Synergy_Bliss=-4.74, Synergy_Loewe=-7.49, Synergy_HSA=-3.56. (5) Drug 1: C1CN1C2=NC(=NC(=N2)N3CC3)N4CC4. Drug 2: B(C(CC(C)C)NC(=O)C(CC1=CC=CC=C1)NC(=O)C2=NC=CN=C2)(O)O. Cell line: LOX IMVI. Synergy scores: CSS=68.9, Synergy_ZIP=-1.43, Synergy_Bliss=-1.63, Synergy_Loewe=-1.36, Synergy_HSA=1.86. (6) Synergy scores: CSS=44.5, Synergy_ZIP=6.11, Synergy_Bliss=5.91, Synergy_Loewe=6.42, Synergy_HSA=6.20. Drug 1: CC1CCCC2(C(O2)CC(NC(=O)CC(C(C(=O)C(C1O)C)(C)C)O)C(=CC3=CSC(=N3)C)C)C. Drug 2: CC1C(C(CC(O1)OC2CC(CC3=C2C(=C4C(=C3O)C(=O)C5=C(C4=O)C(=CC=C5)OC)O)(C(=O)CO)O)N)O.Cl. Cell line: IGROV1. (7) Drug 1: CCC1(CC2CC(C3=C(CCN(C2)C1)C4=CC=CC=C4N3)(C5=C(C=C6C(=C5)C78CCN9C7C(C=CC9)(C(C(C8N6C=O)(C(=O)OC)O)OC(=O)C)CC)OC)C(=O)OC)O.OS(=O)(=O)O. Drug 2: CC1C(C(CC(O1)OC2CC(CC3=C2C(=C4C(=C3O)C(=O)C5=CC=CC=C5C4=O)O)(C(=O)C)O)N)O. Cell line: UACC62. Synergy scores: CSS=65.2, Synergy_ZIP=3.50, Synergy_Bliss=7.47, Synergy_Loewe=4.21, Synergy_HSA=8.23. (8) Drug 1: CC1=C(C=C(C=C1)NC2=NC=CC(=N2)N(C)C3=CC4=NN(C(=C4C=C3)C)C)S(=O)(=O)N.Cl. Drug 2: CC1=C(N=C(N=C1N)C(CC(=O)N)NCC(C(=O)N)N)C(=O)NC(C(C2=CN=CN2)OC3C(C(C(C(O3)CO)O)O)OC4C(C(C(C(O4)CO)O)OC(=O)N)O)C(=O)NC(C)C(C(C)C(=O)NC(C(C)O)C(=O)NCCC5=NC(=CS5)C6=NC(=CS6)C(=O)NCCC[S+](C)C)O. Cell line: SK-OV-3. Synergy scores: CSS=-2.14, Synergy_ZIP=0.404, Synergy_Bliss=-1.23, Synergy_Loewe=-4.80, Synergy_HSA=-3.26. (9) Drug 1: CC(C)(C#N)C1=CC(=CC(=C1)CN2C=NC=N2)C(C)(C)C#N. Drug 2: CN(C(=O)NC(C=O)C(C(C(CO)O)O)O)N=O. Cell line: SF-268. Synergy scores: CSS=-0.217, Synergy_ZIP=0.870, Synergy_Bliss=1.33, Synergy_Loewe=-0.942, Synergy_HSA=-0.951.